Predict the reactants needed to synthesize the given product. From a dataset of Full USPTO retrosynthesis dataset with 1.9M reactions from patents (1976-2016). (1) Given the product [C:15]([C:13]1[CH:14]=[C:10]([NH:9][C:8]([NH:44][C:41]2[CH:40]=[CH:39][C:38]([O:37][C:34]3[CH:35]=[CH:36][N:31]=[CH:32][CH:33]=3)=[CH:43][CH:42]=2)=[O:30])[N:11]([C:19]2[CH:24]=[CH:23][CH:22]=[C:21]([O:25][CH2:26][CH2:27][CH2:28][OH:29])[CH:20]=2)[N:12]=1)([CH3:17])([CH3:18])[CH3:16], predict the reactants needed to synthesize it. The reactants are: C1(O[C:8](=[O:30])[NH:9][C:10]2[N:11]([C:19]3[CH:24]=[CH:23][CH:22]=[C:21]([O:25][CH2:26][CH2:27][CH2:28][OH:29])[CH:20]=3)[N:12]=[C:13]([C:15]([CH3:18])([CH3:17])[CH3:16])[CH:14]=2)C=CC=CC=1.[N:31]1[CH:36]=[CH:35][C:34]([O:37][C:38]2[CH:43]=[CH:42][C:41]([NH2:44])=[CH:40][CH:39]=2)=[CH:33][CH:32]=1. (2) Given the product [F:36][C:32]1[C:33]([F:35])=[CH:34][C:29]([C:26]2[CH:25]=[CH:24][C:23]([O:22][CH2:21][C:18]3[CH:19]=[CH:20][C:15]4[O:14][N:13]=[C:12]([NH:7][CH2:8][CH2:9][O:10][CH3:11])[C:16]=4[CH:17]=3)=[CH:28][CH:27]=2)=[C:30]([O:37][CH3:38])[CH:31]=1, predict the reactants needed to synthesize it. The reactants are: C(OC(=O)[N:7]([C:12]1[C:16]2[CH:17]=[C:18]([CH2:21][O:22][C:23]3[CH:28]=[CH:27][C:26]([C:29]4[CH:34]=[C:33]([F:35])[C:32]([F:36])=[CH:31][C:30]=4[O:37][CH3:38])=[CH:25][CH:24]=3)[CH:19]=[CH:20][C:15]=2[O:14][N:13]=1)[CH2:8][CH2:9][O:10][CH3:11])(C)(C)C.ClCCl.FC(F)(F)C(O)=O. (3) Given the product [CH2:25]([N:10]([CH2:3][C:4]1[CH:5]=[CH:6][CH:7]=[CH:8][CH:9]=1)[C@H:11]([CH3:24])[CH2:12][C:13]1[C:21]2[C:16](=[C:17]([F:23])[CH:18]=[C:19]([F:22])[CH:20]=2)[N:15]([CH3:33])[CH:14]=1)[C:26]1[CH:27]=[CH:28][CH:29]=[CH:30][CH:31]=1, predict the reactants needed to synthesize it. The reactants are: [H-].[Na+].[CH2:3]([N:10]([CH2:25][C:26]1[CH:31]=[CH:30][CH:29]=[CH:28][CH:27]=1)[C@H:11]([CH3:24])[CH2:12][C:13]1[C:21]2[C:16](=[C:17]([F:23])[CH:18]=[C:19]([F:22])[CH:20]=2)[NH:15][CH:14]=1)[C:4]1[CH:9]=[CH:8][CH:7]=[CH:6][CH:5]=1.I[CH3:33]. (4) Given the product [CH3:28][O:27][C:24]1[CH:25]=[CH:26][C:21]([C:19]#[C:20][C:4]2[CH:3]=[C:2]([CH3:1])[N:7]=[CH:6][N:5]=2)=[CH:22][CH:23]=1, predict the reactants needed to synthesize it. The reactants are: [CH3:1][C:2]1[N:7]=[CH:6][N:5]=[C:4](OS(C2C=CC(C)=CC=2)(=O)=O)[CH:3]=1.[C:19]([C:21]1[CH:26]=[CH:25][C:24]([O:27][CH3:28])=[CH:23][CH:22]=1)#[CH:20]. (5) Given the product [F:1][C:2]1[CH:28]=[C:27]([F:29])[CH:26]=[CH:25][C:3]=1[O:4][C:5]1[CH:13]=[CH:12][C:8]([C:9]([NH:44][C:39]2[N:40]=[CH:41][CH:42]=[CH:43][N:38]=2)=[O:10])=[CH:7][C:6]=1[C:14]1[C:15]2[CH:24]=[CH:23][NH:22][C:16]=2[C:17](=[O:21])[N:18]([CH3:20])[CH:19]=1, predict the reactants needed to synthesize it. The reactants are: [F:1][C:2]1[CH:28]=[C:27]([F:29])[CH:26]=[CH:25][C:3]=1[O:4][C:5]1[CH:13]=[CH:12][C:8]([C:9](O)=[O:10])=[CH:7][C:6]=1[C:14]1[C:15]2[CH:24]=[CH:23][NH:22][C:16]=2[C:17](=[O:21])[N:18]([CH3:20])[CH:19]=1.ClC(N(C)C)=C(C)C.[N:38]1[CH:43]=[CH:42][CH:41]=[N:40][C:39]=1[NH2:44]. (6) Given the product [C:40]([O:39][C:37]([N:44]1[CH2:49][CH2:48][C:47](=[CH:12][C:7]2[CH:8]=[CH:9][CH:10]=[CH:11][C:6]=2[C:5]([O:4][CH3:3])=[O:21])[CH2:46][CH2:45]1)=[O:38])([CH3:43])([CH3:41])[CH3:42], predict the reactants needed to synthesize it. The reactants are: [H-].[Na+].[CH3:3][O:4][C:5](=[O:21])[C:6]1[CH:11]=[CH:10][CH:9]=[CH:8][C:7]=1[CH2:12]P(OCC)(OCC)=O.C1OCCOCCOCCOCCOC1.[C:37]([N:44]1[CH2:49][CH2:48][C:47](=O)[CH2:46][CH2:45]1)([O:39][C:40]([CH3:43])([CH3:42])[CH3:41])=[O:38]. (7) Given the product [CH2:13]([N:10]1[CH2:11][CH2:12][C:7]2[C:5](=[O:6])[NH:25][C:22]([CH3:23])=[N:24][C:8]=2[CH2:9]1)[C:14]1[CH:15]=[CH:16][CH:17]=[CH:18][CH:19]=1, predict the reactants needed to synthesize it. The reactants are: Cl.C(O[C:5]([CH:7]1[CH2:12][CH2:11][N:10]([CH2:13][C:14]2[CH:19]=[CH:18][CH:17]=[CH:16][CH:15]=2)[CH2:9][C:8]1=O)=[O:6])C.Cl.[C:22]([NH2:25])(=[NH:24])[CH3:23].[O-]CC.[Na+].